This data is from Full USPTO retrosynthesis dataset with 1.9M reactions from patents (1976-2016). The task is: Predict the reactants needed to synthesize the given product. Given the product [CH3:17][NH:18][CH2:19][CH2:20][CH2:21][O:15][N:14]=[C:1]([C:8]1[CH:9]=[CH:10][CH:11]=[CH:12][CH:13]=1)[C:2]1[CH:7]=[CH:6][CH:5]=[CH:4][CH:3]=1, predict the reactants needed to synthesize it. The reactants are: [C:1](=[N:14][OH:15])([C:8]1[CH:13]=[CH:12][CH:11]=[CH:10][CH:9]=1)[C:2]1[CH:7]=[CH:6][CH:5]=[CH:4][CH:3]=1.Cl.[CH3:17][NH:18][CH2:19][CH2:20][CH2:21]Cl.